This data is from Reaction yield outcomes from USPTO patents with 853,638 reactions. The task is: Predict the reaction yield, written as a fraction of the theoretical maximum amount of product (1.0 means a 100% yield; for example, 0.34 means a 34% yield). (1) The reactants are CN(CCN(C)C)C.[Li]CCCC.[Cl:14][C:15]1[N:20]=[CH:19][C:18]([NH:21][C:22](=[O:28])[O:23][C:24]([CH3:27])([CH3:26])[CH3:25])=[CH:17][CH:16]=1.[I:29]I. The catalyst is C1COCC1. The product is [Cl:14][C:15]1[N:20]=[CH:19][C:18]([NH:21][C:22](=[O:28])[O:23][C:24]([CH3:25])([CH3:27])[CH3:26])=[C:17]([I:29])[CH:16]=1. The yield is 0.330. (2) The reactants are [N+](C1C=CC(O[C:11](=[O:38])[O:12][CH2:13][C:14]2[N:15](CC3C=CN=CC=3)[C:16]([S:22][C:23]3[CH:28]=[C:27]([Cl:29])[CH:26]=[C:25]([Cl:30])[CH:24]=3)=[C:17]([CH:19]([CH3:21])[CH3:20])[N:18]=2)=CC=1)([O-])=O.[CH2:39]([O:41][P:42]([CH2:47][NH2:48])(=[O:46])[O:43][CH2:44][CH3:45])[CH3:40].C([N:52]([CH:55]([CH3:57])C)[CH2:53][CH3:54])(C)C.[CH3:58][C:59]#N. No catalyst specified. The product is [CH2:39]([O:41][P:42]([CH2:47][NH:48][C:11]([O:12][CH:13]([C:14]1[NH:15][C:16]([S:22][C:23]2[CH:24]=[C:25]([Cl:30])[CH:26]=[C:27]([Cl:29])[CH:28]=2)=[C:17]([CH:19]([CH3:20])[CH3:21])[N:18]=1)[CH2:58][C:59]1[CH:54]=[CH:53][N:52]=[CH:55][CH:57]=1)=[O:38])(=[O:46])[O:43][CH2:44][CH3:45])[CH3:40]. The yield is 0.900. (3) The reactants are [NH2:1][C:2]1[CH:7]=[CH:6][C:5]([N:8]2[CH2:13][CH2:12][CH:11]([CH:14]([C:20]3[CH:25]=[CH:24][CH:23]=[CH:22][CH:21]=3)[C:15]([NH:17][CH2:18][CH3:19])=[O:16])[CH2:10][CH2:9]2)=[C:4]([C:26]#[N:27])[CH:3]=1.C(C1C=C([N+]([O-])=O)C=CC=1N1CC[CH:42]([CH:45]([C:51]2C=CC=C[CH:52]=2)[C:46](NCC)=[O:47])[CH2:41]C1)#N. No catalyst specified. The product is [C:26]([C:4]1[CH:3]=[C:2]([NH:1][C:46](=[O:47])[CH:45]([CH2:51][CH3:52])[CH2:42][CH3:41])[CH:7]=[CH:6][C:5]=1[N:8]1[CH2:9][CH2:10][CH:11]([CH:14]([C:15](=[O:16])[NH:17][CH2:18][CH3:19])[C:20]2[CH:21]=[CH:22][CH:23]=[CH:24][CH:25]=2)[CH2:12][CH2:13]1)#[N:27]. The yield is 0.950.